This data is from Catalyst prediction with 721,799 reactions and 888 catalyst types from USPTO. The task is: Predict which catalyst facilitates the given reaction. (1) Reactant: C(=O)([O-])[O-].[Cs+].[Cs+].C1(P(C2CCCCC2)C2C=CC=CC=2C2C(OC(C)C)=CC=CC=2OC(C)C)CCCCC1.[F:40][C:41]1[N:46]=[CH:45][N:44]=[C:43]([NH:47][CH2:48][CH2:49][N:50]([CH3:52])[CH3:51])[CH:42]=1.Cl[C:54]1[CH:63]=[CH:62][C:61]2[C:60]3[C:64]4[NH:71][CH2:70][C@@H:69]([CH3:72])[NH:68][C:67](=[O:73])[C:65]=4[S:66][C:59]=3[CH:58]=[CH:57][C:56]=2[N:55]=1. Product: [CH3:51][N:50]([CH3:52])[CH2:49][CH2:48][N:47]([C:43]1[CH:42]=[C:41]([F:40])[N:46]=[CH:45][N:44]=1)[C:54]1[CH:63]=[CH:62][C:61]2[C:60]3[C:64]4[NH:71][CH2:70][C@@H:69]([CH3:72])[NH:68][C:67](=[O:73])[C:65]=4[S:66][C:59]=3[CH:58]=[CH:57][C:56]=2[N:55]=1. The catalyst class is: 62. (2) Reactant: [CH3:1][N:2]([C:10]1[S:11][CH:12]=[C:13]([CH2:15][C:16](=[O:43])[NH:17][C:18]2[CH:23]=[CH:22][C:21]([NH:24][C:25]([C:27]3[CH:32]=[CH:31][CH:30]=[CH:29][C:28]=3[C:33]3[CH:38]=[CH:37][C:36]([C:39]([F:42])([F:41])[F:40])=[CH:35][CH:34]=3)=[O:26])=[CH:20][CH:19]=2)[N:14]=1)C(=O)OC(C)(C)C.FC(F)(F)C(O)=O.C(=O)([O-])[O-].[K+].[K+]. Product: [CH3:1][NH:2][C:10]1[S:11][CH:12]=[C:13]([CH2:15][C:16]([NH:17][C:18]2[CH:19]=[CH:20][C:21]([NH:24][C:25]([C:27]3[C:28]([C:33]4[CH:34]=[CH:35][C:36]([C:39]([F:41])([F:42])[F:40])=[CH:37][CH:38]=4)=[CH:29][CH:30]=[CH:31][CH:32]=3)=[O:26])=[CH:22][CH:23]=2)=[O:43])[N:14]=1. The catalyst class is: 4. (3) Product: [O:50]=[CH:22][CH:19]([O:18][C:17](=[O:23])[NH:16][CH3:24])[CH3:21]. Reactant: C(N1[C@@H](C)[C@H](NC(=O)[C@@H]([N:16]([CH3:24])[C:17](=[O:23])[O:18][C:19]([CH3:22])([CH3:21])C)C)C(=O)N(CC2C=C(Br)C=CC=2OC)C2C=CC(C#N)=CC1=2)(=O)C.C1(B(O)[OH:50])C=CC=CC=1.C(=O)(O)[O-].[Na+]. The catalyst class is: 12. (4) Reactant: O.C1(C)C=CC(S(O)(=O)=O)=CC=1.O[CH:14]1[C:20]2[CH:21]=[CH:22][C:23]([N:25]3[CH2:29][CH:28]([CH2:30][NH:31][C:32](=[O:34])[CH3:33])[O:27][C:26]3=[O:35])=[CH:24][C:19]=2[CH2:18][CH2:17][CH2:16][CH2:15]1. Product: [CH:24]1[C:19]2[CH2:18][CH2:17][CH2:16][CH:15]=[CH:14][C:20]=2[CH:21]=[CH:22][C:23]=1[N:25]1[CH2:29][CH:28]([CH2:30][NH:31][C:32](=[O:34])[CH3:33])[O:27][C:26]1=[O:35]. The catalyst class is: 575. (5) Reactant: [Cl:1][C:2]1[S:6][C:5]([C:7]2[N:8]=[C:9]([N:16]3[C:24]4[C:19](=[CH:20][CH:21]=[C:22]([OH:25])[CH:23]=4)[CH2:18][CH2:17]3)[C:10]3[CH2:15][CH2:14][CH2:13][C:11]=3[N:12]=2)=[CH:4][CH:3]=1.C(=O)([O-])[O-].[Cs+].[Cs+].Cl.Cl[CH2:34][CH2:35][N:36]([CH3:38])[CH3:37]. Product: [Cl:1][C:2]1[S:6][C:5]([C:7]2[N:8]=[C:9]([N:16]3[C:24]4[C:19](=[CH:20][CH:21]=[C:22]([O:25][CH2:34][CH2:35][N:36]([CH3:38])[CH3:37])[CH:23]=4)[CH2:18][CH2:17]3)[C:10]3[CH2:15][CH2:14][CH2:13][C:11]=3[N:12]=2)=[CH:4][CH:3]=1. The catalyst class is: 18. (6) Reactant: CC1(C)CCCC(C)(C)N1.[Li]CCCC.[Br:16][C:17]1[C:24](=[O:25])[CH:23]2[CH:19]([CH2:20][CH2:21][CH2:22]2)[C:18]=1[C:26]1[CH:31]=[CH:30][C:29]([O:32]C(=O)C(C)(C)C)=[CH:28][CH:27]=1.CN1C(=O)N(C)CCC1.C1C=CC(S(N(S(C2C=CC=CC=2)(=O)=O)[F:58])(=O)=O)=CC=1. Product: [Br:16][C:17]1[C:24](=[O:25])[C:23]2([F:58])[CH:19]([C:18]=1[C:26]1[CH:31]=[CH:30][C:29]([OH:32])=[CH:28][CH:27]=1)[CH2:20][CH2:21][CH2:22]2. The catalyst class is: 1. (7) Reactant: [F:1][C:2]1[CH:3]=[C:4]([CH:8]=[CH:9][N:10]=1)[C:5]([OH:7])=O.[CH2:11]([N:13]([CH2:17][CH3:18])[CH2:14][CH2:15][NH2:16])[CH3:12].C1C=CC2N(O)N=NC=2C=1.CCN=C=NCCCN(C)C.C(N(C(C)C)CC)(C)C. Product: [F:1][C:2]1[N:10]=[CH:9][CH:8]=[C:4]([CH:3]=1)[C:5]([NH:16][CH2:15][CH2:14][N:13]([CH2:17][CH3:18])[CH2:11][CH3:12])=[O:7]. The catalyst class is: 3. (8) Reactant: [NH2:1][C:2]1[NH:6][N:5]=[C:4]([CH3:7])[C:3]=1[C:8]#[N:9].CN(C)[CH:12]=[CH:13][C:14]([C:16]1[CH:17]=[CH:18][C:19]([Cl:28])=[C:20]([N:22]([CH3:27])[S:23]([CH3:26])(=[O:25])=[O:24])[CH:21]=1)=O.C(OCC)(=O)C. Product: [Cl:28][C:19]1[CH:18]=[CH:17][C:16]([C:14]2[N:6]3[N:5]=[C:4]([CH3:7])[C:3]([C:8]#[N:9])=[C:2]3[N:1]=[CH:12][CH:13]=2)=[CH:21][C:20]=1[N:22]([CH3:27])[S:23]([CH3:26])(=[O:25])=[O:24]. The catalyst class is: 15. (9) Reactant: [CH2:1]([O:3][C:4](=[O:17])[CH:5]=[C:6]([O:8][C:9]1[CH:14]=[CH:13][CH:12]=[C:11]([Cl:15])[C:10]=1[F:16])[CH3:7])[CH3:2].[Br:18]N1C(=O)CCC1=O.C(OOC(=O)C1C=CC=CC=1)(=O)C1C=CC=CC=1. Product: [CH2:1]([O:3][C:4](=[O:17])[CH:5]=[C:6]([O:8][C:9]1[CH:14]=[CH:13][CH:12]=[C:11]([Cl:15])[C:10]=1[F:16])[CH2:7][Br:18])[CH3:2]. The catalyst class is: 53.